The task is: Predict which catalyst facilitates the given reaction.. This data is from Catalyst prediction with 721,799 reactions and 888 catalyst types from USPTO. Reactant: C([O:3][C:4]([C:6]1[NH:7][C:8]2[C:13]([CH:14]=1)=[CH:12][C:11]([C:15]#[N:16])=[CH:10][CH:9]=2)=[O:5])C.C(O)C.[OH-].[K+].Cl. The catalyst class is: 6. Product: [C:15]([C:11]1[CH:12]=[C:13]2[C:8](=[CH:9][CH:10]=1)[NH:7][C:6]([C:4]([OH:5])=[O:3])=[CH:14]2)#[N:16].